Dataset: Reaction yield outcomes from USPTO patents with 853,638 reactions. Task: Predict the reaction yield, written as a fraction of the theoretical maximum amount of product (1.0 means a 100% yield; for example, 0.34 means a 34% yield). The reactants are [CH2:1]([O:7][C:8]1[CH:15]=[CH:14][C:11]([CH:12]=O)=[CH:10][CH:9]=1)[CH2:2][CH2:3][CH2:4][CH2:5][CH3:6].[C:16]([NH:20][OH:21])([CH3:19])([CH3:18])[CH3:17]. The catalyst is C1C=CC=CC=1. The product is [CH2:1]([O:7][C:8]1[CH:15]=[CH:14][C:11]([CH:12]=[N+:20]([C:16]([CH3:19])([CH3:18])[CH3:17])[O-:21])=[CH:10][CH:9]=1)[CH2:2][CH2:3][CH2:4][CH2:5][CH3:6]. The yield is 0.558.